Dataset: Full USPTO retrosynthesis dataset with 1.9M reactions from patents (1976-2016). Task: Predict the reactants needed to synthesize the given product. (1) The reactants are: Br[CH2:2][C:3]([C@H:5]1[C@@H:9]2[C@@H:10]3[C@@:23]([CH3:26])([CH2:24][CH2:25][C@@:8]2([C:44]([O:46][Si](C(C)(C)C)(C)C)=[O:45])[CH2:7][CH2:6]1)[C@@:22]1([CH3:27])[C@@H:13]([C@:14]2([CH3:43])[C@@H:19]([CH2:20][CH2:21]1)[C:18]([CH3:29])([CH3:28])[C:17]([C:30]1[CH:35]=[CH:34][C:33]([C:36]([O:38][C:39]([CH3:42])([CH3:41])[CH3:40])=[O:37])=[CH:32][CH:31]=1)=[CH:16][CH2:15]2)[CH2:12][CH2:11]3)=[CH2:4].C(N(CC)CC)C.Cl.[NH2:62][CH2:63][CH2:64][C:65]([O:67][CH2:68][CH3:69])=[O:66]. Given the product [C:39]([O:38][C:36]([C:33]1[CH:32]=[CH:31][C:30]([C:17]2[C:18]([CH3:29])([CH3:28])[C@H:19]3[C@:14]([CH3:43])([CH2:15][CH:16]=2)[C@@H:13]2[C@:22]([CH3:27])([C@@:23]4([CH3:26])[C@H:10]([CH2:11][CH2:12]2)[C@H:9]2[C@H:5]([C:3]([CH2:4][NH:62][CH2:63][CH2:64][C:65]([O:67][CH2:68][CH3:69])=[O:66])=[CH2:2])[CH2:6][CH2:7][C@:8]2([C:44]([OH:46])=[O:45])[CH2:25][CH2:24]4)[CH2:21][CH2:20]3)=[CH:35][CH:34]=1)=[O:37])([CH3:40])([CH3:41])[CH3:42], predict the reactants needed to synthesize it. (2) The reactants are: [CH2:1]([O:8][CH2:9][C@H:10]1[O:15][C@H:14]([O:16][CH3:17])[C@@H:13]2[C@@H:11]1[O:12]2)[C:2]1[CH:7]=[CH:6][CH:5]=[CH:4][CH:3]=1.[F-:18].[Na+].O. Given the product [CH2:1]([O:8][CH2:9][C@H:10]1[O:15][C@H:14]([O:16][CH3:17])[C@@H:13]([OH:12])[C@@H:11]1[F:18])[C:2]1[CH:7]=[CH:6][CH:5]=[CH:4][CH:3]=1, predict the reactants needed to synthesize it. (3) Given the product [CH2:1]([O:8][C:9]1[CH:18]=[CH:17][C:16]2[N:15]=[C:14]([NH2:31])[C:13]3[N:20]=[CH:21][N:22]([CH2:23][CH:24]([CH3:26])[CH3:25])[C:12]=3[C:11]=2[CH:10]=1)[C:2]1[CH:7]=[CH:6][CH:5]=[CH:4][CH:3]=1, predict the reactants needed to synthesize it. The reactants are: [CH2:1]([O:8][C:9]1[CH:18]=[CH:17][C:16]2[N+:15]([O-])=[CH:14][C:13]3[N:20]=[CH:21][N:22]([CH2:23][CH:24]([CH3:26])[CH3:25])[C:12]=3[C:11]=2[CH:10]=1)[C:2]1[CH:7]=[CH:6][CH:5]=[CH:4][CH:3]=1.ClC(Cl)(Cl)C([N:31]=C=O)=O.C[O-].[Na+]. (4) Given the product [Cl:23][C:20]1[CH:21]=[CH:22][C:17]([O:16][CH2:15][C:13]([N:10]2[CH2:11][CH2:12][N:7]([CH2:6][C:5]3[CH:27]=[CH:28][C:2]([F:1])=[CH:3][CH:4]=3)[CH2:8][CH:9]2[CH2:24][CH2:25][N:74]=[N+:75]=[N-:76])=[O:14])=[CH:18][CH:19]=1, predict the reactants needed to synthesize it. The reactants are: [F:1][C:2]1[CH:28]=[CH:27][C:5]([CH2:6][N:7]2[CH2:12][CH2:11][N:10]([C:13]([CH2:15][O:16][C:17]3[CH:22]=[CH:21][C:20]([Cl:23])=[CH:19][CH:18]=3)=[O:14])[CH:9]([CH2:24][CH2:25]O)[CH2:8]2)=[CH:4][CH:3]=1.C1(P(C2C=CC=CC=2)C2C=CC=CC=2)C=CC=CC=1.N(C(OCC)=O)=NC(OCC)=O.C1(P([N:74]=[N+:75]=[N-:76])(C2C=CC=CC=2)=O)C=CC=CC=1. (5) Given the product [CH3:19][O:18][C:14]1[S:13][C:12]2=[N:11][C:10]([C:8]3[O:9][C:5]4[CH:4]=[C:3]([O:2][CH3:1])[CH:21]=[C:20]([O:22][CH2:37][C:35]5[N:36]=[C:32]([C:29]([C:23]6[CH:28]=[CH:27][CH:26]=[CH:25][CH:24]=6)([CH3:31])[CH3:30])[S:33][CH:34]=5)[C:6]=4[CH:7]=3)=[CH:17][N:16]2[N:15]=1, predict the reactants needed to synthesize it. The reactants are: [CH3:1][O:2][C:3]1[CH:4]=[C:5]2[O:9][C:8]([C:10]3[N:11]=[C:12]4[N:16]([CH:17]=3)[N:15]=[C:14]([O:18][CH3:19])[S:13]4)=[CH:7][C:6]2=[C:20]([OH:22])[CH:21]=1.[C:23]1([C:29]([C:32]2[S:33][CH:34]=[C:35]([CH2:37]O)[N:36]=2)([CH3:31])[CH3:30])[CH:28]=[CH:27][CH:26]=[CH:25][CH:24]=1.C(P(CCCC)CCCC)CCC.C1CCN(C(N=NC(N2CCCCC2)=O)=O)CC1.